From a dataset of Reaction yield outcomes from USPTO patents with 853,638 reactions. Predict the reaction yield, written as a fraction of the theoretical maximum amount of product (1.0 means a 100% yield; for example, 0.34 means a 34% yield). (1) The reactants are [NH2:1][C:2]1[C:13]([O:14][C:15]2[CH:20]=[CH:19][CH:18]=[C:17]([O:21][CH2:22][CH3:23])[CH:16]=2)=[CH:12][C:5]2[N:6]([CH3:11])[C:7](=[O:10])[N:8]([CH3:9])[C:4]=2[CH:3]=1.N1C=CC=CC=1.[CH3:30][N:31]1[CH:35]=[C:34]([S:36](Cl)(=[O:38])=[O:37])[N:33]=[C:32]1[CH3:40]. The catalyst is C(Cl)Cl. The product is [CH2:22]([O:21][C:17]1[CH:16]=[C:15]([CH:20]=[CH:19][CH:18]=1)[O:14][C:13]1[C:2]([NH:1][S:36]([C:34]2[N:33]=[C:32]([CH3:40])[N:31]([CH3:30])[CH:35]=2)(=[O:38])=[O:37])=[CH:3][C:4]2[N:8]([CH3:9])[C:7](=[O:10])[N:6]([CH3:11])[C:5]=2[CH:12]=1)[CH3:23]. The yield is 0.360. (2) The reactants are [OH:1][C@H:2]1[CH2:5][C@H:4]([N:6]2[C:11](=[O:12])[C:10]([CH2:13][C:14]3[CH:19]=[CH:18][C:17]([C:20]4[C:21]([C:26]#[N:27])=[CH:22][CH:23]=[CH:24][CH:25]=4)=[CH:16][CH:15]=3)=[C:9]([CH2:28][CH2:29][CH3:30])[N:8]3[N:31]=[CH:32][N:33]=[C:7]23)[CH2:3]1.[N+](=[CH:36][C:37]([O:39][CH2:40][CH3:41])=[O:38])=[N-]. The catalyst is C([O-])(=O)C.[Rh+].C1(C)C=CC=CC=1. The product is [CH2:40]([O:39][C:37](=[O:38])[CH2:36][O:1][C@H:2]1[CH2:5][C@H:4]([N:6]2[C:11](=[O:12])[C:10]([CH2:13][C:14]3[CH:15]=[CH:16][C:17]([C:20]4[CH:25]=[CH:24][CH:23]=[CH:22][C:21]=4[C:26]#[N:27])=[CH:18][CH:19]=3)=[C:9]([CH2:28][CH2:29][CH3:30])[N:8]3[N:31]=[CH:32][N:33]=[C:7]23)[CH2:3]1)[CH3:41]. The yield is 0.170. (3) The reactants are C([NH:11][CH2:12][C:13](=[O:37])[CH2:14][CH2:15][C:16]([O:18][CH2:19][CH2:20][CH2:21][CH2:22][CH2:23][CH2:24][CH2:25][CH2:26][C:27]([O:29]CC1C=CC=CC=1)=[O:28])=[O:17])(OCC1C=CC=CC=1)=O.[ClH:38].[H][H]. The catalyst is [Pd].CC(O)C. The product is [ClH:38].[NH2:11][CH2:12][C:13](=[O:37])[CH2:14][CH2:15][C:16]([O:18][CH2:19][CH2:20][CH2:21][CH2:22][CH2:23][CH2:24][CH2:25][CH2:26][C:27]([OH:29])=[O:28])=[O:17]. The yield is 0.620. (4) The reactants are [CH3:1][C:2]1[N:3]([C:8]2[CH:17]=[C:11]3[C:12]([CH3:16])=[N:13][CH2:14][CH2:15][N:10]3[N:9]=2)[C:4]([CH3:7])=[CH:5][CH:6]=1.[BH4-].[Na+]. The catalyst is CO. The product is [CH3:7][C:4]1[N:3]([C:8]2[CH:17]=[C:11]3[CH:12]([CH3:16])[NH:13][CH2:14][CH2:15][N:10]3[N:9]=2)[C:2]([CH3:1])=[CH:6][CH:5]=1. The yield is 0.430. (5) The reactants are [CH3:1][C:2]1[N:6]([CH2:7][CH:8]2[C:21](=[O:22])[C:12]3[C:13]4[CH:14]=[CH:15][CH:16]=[CH:17][C:18]=4[N:19]([CH3:20])[C:11]=3[CH2:10][CH2:9]2)[CH:5]=[CH:4][N:3]=1.[ClH:23]. The catalyst is C(O)C. The product is [CH3:1][C:2]1[N:6]([CH2:7][CH:8]2[C:21](=[O:22])[C:12]3[C:13]4[CH:14]=[CH:15][CH:16]=[CH:17][C:18]=4[N:19]([CH3:20])[C:11]=3[CH2:10][CH2:9]2)[CH:5]=[CH:4][N:3]=1.[ClH:23]. The yield is 0.770.